Predict the reaction yield, written as a fraction of the theoretical maximum amount of product (1.0 means a 100% yield; for example, 0.34 means a 34% yield). From a dataset of Reaction yield outcomes from USPTO patents with 853,638 reactions. (1) The reactants are [Br:1][C:2]1[CH:13]=[C:6]2[C:7]([O:9][C:10](=[O:12])[NH:11][C:5]2=[CH:4][CH:3]=1)=O.[CH2:14]([NH:21][CH2:22]C(O)=O)[C:15]1[CH:20]=[CH:19][CH:18]=[CH:17][CH:16]=1.CS(C)=O. The catalyst is O. The product is [CH2:14]([N:21]1[C:7](=[O:9])[C:6]2[CH:13]=[C:2]([Br:1])[CH:3]=[CH:4][C:5]=2[NH:11][C:10](=[O:12])[CH2:22]1)[C:15]1[CH:20]=[CH:19][CH:18]=[CH:17][CH:16]=1. The yield is 0.980. (2) The reactants are Cl[C:2]1[C:7](Cl)=C(C2C=CC(OC)=CC=2)N=C(C(Cl)=O)[CH:3]=1.[F-].[K+].[F:22][C:23]1[C:28]([F:29])=[C:27]([C:30]2[CH:35]=[CH:34][C:33]([O:36][CH3:37])=[CH:32][CH:31]=2)[N:26]=[C:25]([C:38](F)=[O:39])[CH:24]=1.C(N(CC)CC)C.C([OH:51])(C)C. The catalyst is S1(CCCC1)(=O)=O.O. The product is [F:22][C:23]1[C:28]([F:29])=[C:27]([C:30]2[CH:35]=[CH:34][C:33]([O:36][CH3:37])=[CH:32][CH:31]=2)[N:26]=[C:25]([C:38]([O:39][CH:2]([CH3:7])[CH3:3])=[O:51])[CH:24]=1. The yield is 0.250.